From a dataset of Reaction yield outcomes from USPTO patents with 853,638 reactions. Predict the reaction yield, written as a fraction of the theoretical maximum amount of product (1.0 means a 100% yield; for example, 0.34 means a 34% yield). (1) The reactants are [C:1]1([CH3:29])[CH:6]=[CH:5][C:4]([S:7]([C:10]2[N:14]([CH2:15][O:16][CH2:17][CH2:18][Si:19]([CH3:22])([CH3:21])[CH3:20])[CH:13]=[N:12][C:11]=2[C:23]2[CH:28]=[CH:27][CH:26]=[CH:25][N:24]=2)(=[O:9])=[O:8])=[CH:3][CH:2]=1.[Li]CCCC.CCCCCC.[Cl:41][C:42]1[CH:59]=[CH:58][C:45]([CH2:46][N:47]2[C:55]3[C:50](=[CH:51][CH:52]=[CH:53][CH:54]=3)[C:49]([CH:56]=[O:57])=[CH:48]2)=[CH:44][CH:43]=1. The catalyst is C1COCC1. The product is [Cl:41][C:42]1[CH:43]=[CH:44][C:45]([CH2:46][N:47]2[C:55]3[C:50](=[CH:51][CH:52]=[CH:53][CH:54]=3)[C:49]([CH:56]([C:13]3[N:14]([CH2:15][O:16][CH2:17][CH2:18][Si:19]([CH3:22])([CH3:21])[CH3:20])[C:10]([S:7]([C:4]4[CH:5]=[CH:6][C:1]([CH3:29])=[CH:2][CH:3]=4)(=[O:9])=[O:8])=[C:11]([C:23]4[CH:28]=[CH:27][CH:26]=[CH:25][N:24]=4)[N:12]=3)[OH:57])=[CH:48]2)=[CH:58][CH:59]=1. The yield is 0.300. (2) The reactants are [H-].[Na+].[C:3]1([OH:9])[CH:8]=[CH:7][CH:6]=[CH:5][CH:4]=1.[Br:10][C:11]1[CH:20]=[CH:19][CH:18]=[C:17]2[C:12]=1[N:13]=[C:14](Cl)[C:15]([NH2:21])=[N:16]2. The catalyst is CN(C=O)C. The product is [Br:10][C:11]1[CH:20]=[CH:19][CH:18]=[C:17]2[C:12]=1[N:13]=[C:14]([O:9][C:3]1[CH:8]=[CH:7][CH:6]=[CH:5][CH:4]=1)[C:15]([NH2:21])=[N:16]2. The yield is 0.680. (3) The reactants are F.F.F.C(N(CC)CC)C.C(N(CC)CC)C.[Si]([O:35][CH2:36][C@H:37]1[O:41][C@@H:40]([N:42]2[CH:49]=[C:48]([CH3:50])[C:46](=[O:47])[NH:45][C:43]2=[O:44])[C@H:39]([O:51][CH2:52][CH2:53][O:54][N:55]([CH3:57])[CH3:56])[C@@H:38]1[OH:58])(C(C)(C)C)(C1C=CC=CC=1)C1C=CC=CC=1.CO. The catalyst is C1COCC1.C(Cl)Cl. The product is [CH3:56][N:55]([CH3:57])[O:54][CH2:53][CH2:52][O:51][C@@H:39]1[C@H:38]([OH:58])[C@@H:37]([CH2:36][OH:35])[O:41][C@H:40]1[N:42]1[CH:49]=[C:48]([CH3:50])[C:46](=[O:47])[NH:45][C:43]1=[O:44]. The yield is 0.925. (4) The reactants are C([O:3][CH2:4][CH2:5][O:6][NH:7][C:8]([C:10]1[N:18]([CH2:19][C:20]#[C:21][CH2:22][O:23]C2CCCCO2)[C:17]2[CH:16]=[CH:15][N:14]=[CH:13][C:12]=2[C:11]=1[NH:30][C:31]1[CH:36]=[CH:35][C:34]([I:37])=[CH:33][C:32]=1[F:38])=[O:9])=C.Cl.O1CCOCC1. The catalyst is CO. The product is [OH:3][CH2:4][CH2:5][O:6][NH:7][C:8]([C:10]1[N:18]([CH2:19][C:20]#[C:21][CH2:22][OH:23])[C:17]2[CH:16]=[CH:15][N:14]=[CH:13][C:12]=2[C:11]=1[NH:30][C:31]1[CH:36]=[CH:35][C:34]([I:37])=[CH:33][C:32]=1[F:38])=[O:9]. The yield is 0.363. (5) The reactants are CC(OI1(OC(C)=O)(OC(C)=O)OC(=O)C2C1=CC=CC=2)=O.[OH:23][CH2:24][CH2:25][C:26]1[CH:27]=[C:28]([N:32]2[CH2:36][CH2:35][O:34][C:33]2=[O:37])[CH:29]=[CH:30][CH:31]=1. The catalyst is ClCCl. The product is [O:37]=[C:33]1[N:32]([C:28]2[CH:27]=[C:26]([CH2:25][CH:24]=[O:23])[CH:31]=[CH:30][CH:29]=2)[CH2:36][CH2:35][O:34]1. The yield is 0.890. (6) The reactants are [CH2:1]([OH:5])[CH2:2][CH2:3][OH:4].[CH3:6][C:7]1[CH:12]=[CH:11][C:10]([S:13](Cl)(=[O:15])=[O:14])=[CH:9][CH:8]=1. The catalyst is N1C=CC=CC=1. The product is [CH3:6][C:7]1[CH:12]=[CH:11][C:10]([S:13]([O:4][CH2:3][CH2:2][CH2:1][O:5][S:13]([C:10]2[CH:11]=[CH:12][C:7]([CH3:6])=[CH:8][CH:9]=2)(=[O:15])=[O:14])(=[O:15])=[O:14])=[CH:9][CH:8]=1. The yield is 0.847.